Predict the reactants needed to synthesize the given product. From a dataset of Full USPTO retrosynthesis dataset with 1.9M reactions from patents (1976-2016). (1) Given the product [OH:21][C:19]1[C:9]2[CH2:10][N:11]([C:13](=[O:18])[CH2:14][CH2:15][CH:16]=[CH2:17])[CH2:12][C:8]=2[N:7]([CH2:24][C:25]2[CH:26]=[CH:27][C:28]([C:31]([F:33])([F:34])[F:32])=[CH:29][CH:30]=2)[C:5](=[O:6])[C:4]=1[C:3]([O:2][CH3:1])=[O:35], predict the reactants needed to synthesize it. The reactants are: [CH3:1][O:2][C:3](=[O:35])[CH2:4][C:5]([N:7]([CH2:24][C:25]1[CH:30]=[CH:29][C:28]([C:31]([F:34])([F:33])[F:32])=[CH:27][CH:26]=1)[C:8]1[CH2:12][N:11]([C:13](=[O:18])[CH2:14][CH2:15][CH:16]=[CH2:17])[CH2:10][C:9]=1[C:19]([O:21]CC)=O)=[O:6].C[O-].[Na+]. (2) Given the product [OH:45][CH2:44][CH2:43][O:1][C:2]1[CH:14]=[C:13]2[C:5]([C:6]3[C:7]([C:18]4[CH:23]=[CH:22][CH:21]=[C:20]([N:24]5[CH2:32][C:31]6[C:26](=[CH:27][C:28]([CH3:33])=[CH:29][CH:30]=6)[C:25]5=[O:34])[C:19]=4[CH3:35])=[CH:8][CH:9]=[C:10]([C:15]([NH2:17])=[O:16])[C:11]=3[NH:12]2)=[CH:4][CH:3]=1, predict the reactants needed to synthesize it. The reactants are: [OH:1][C:2]1[CH:14]=[C:13]2[C:5]([C:6]3[C:7]([C:18]4[CH:23]=[CH:22][CH:21]=[C:20]([N:24]5[CH2:32][C:31]6[C:26](=[CH:27][C:28]([CH3:33])=[CH:29][CH:30]=6)[C:25]5=[O:34])[C:19]=4[CH3:35])=[CH:8][CH:9]=[C:10]([C:15]([NH2:17])=[O:16])[C:11]=3[NH:12]2)=[CH:4][CH:3]=1.C(=O)([O-])[O-].[K+].[K+].Br[CH2:43][CH2:44][O:45][Si](C(C)(C)C)(C)C. (3) Given the product [BrH:32].[Br:32][C:2]1[CH:3]=[C:4]([NH:11][C:12]2[CH:13]=[CH:14][C:15]([N:18]3[CH2:23][CH2:22][NH:21][CH2:20][C@@H:19]3[CH3:31])=[CH:16][N:17]=2)[C:5]2[N:6]([CH:8]=[CH:9][N:10]=2)[N:7]=1, predict the reactants needed to synthesize it. The reactants are: Cl[C:2]1[CH:3]=[C:4]([NH:11][C:12]2[N:17]=[CH:16][C:15]([N:18]3[CH2:23][CH2:22][N:21](C(OC(C)(C)C)=O)[CH2:20][C@@H:19]3[CH3:31])=[CH:14][CH:13]=2)[C:5]2[N:6]([CH:8]=[CH:9][N:10]=2)[N:7]=1.[BrH:32].CC(O)=O. (4) Given the product [CH3:24][C:23]1[O:22][N:21]=[C:20]([C:25]2[CH:30]=[CH:29][CH:28]=[CH:27][CH:26]=2)[C:19]=1[C:16]1[O:15][C:14]([C:11]2[CH:10]=[CH:9][C:8]([C:6]([NH:1][CH:5]3[CH2:33][CH2:34][O:35][CH2:36][CH2:4]3)=[O:7])=[CH:13][CH:12]=2)=[N:18][N:17]=1, predict the reactants needed to synthesize it. The reactants are: [N:1]1([C:6]([C:8]2[CH:13]=[CH:12][C:11]([C:14]3[O:15][C:16]([C:19]4[C:20]([C:25]5[CH:30]=[CH:29][CH:28]=[CH:27][CH:26]=5)=[N:21][O:22][C:23]=4[CH3:24])=[N:17][N:18]=3)=[CH:10][CH:9]=2)=[O:7])[CH:5]=[CH:4]N=C1.NC1C[CH2:36][O:35][CH2:34][CH2:33]1. (5) Given the product [Cl:16][C:12]1[CH:11]=[C:10]([S:7]([N:6]2[C:2]([C:29]3[CH:30]=[CH:31][S:27][CH:28]=3)=[CH:3][C:4]([CH2:17][N:18]([CH3:26])[C:19](=[O:25])[O:20][C:21]([CH3:24])([CH3:23])[CH3:22])=[CH:5]2)(=[O:9])=[O:8])[CH:15]=[CH:14][CH:13]=1, predict the reactants needed to synthesize it. The reactants are: Br[C:2]1[N:6]([S:7]([C:10]2[CH:15]=[CH:14][CH:13]=[C:12]([Cl:16])[CH:11]=2)(=[O:9])=[O:8])[CH:5]=[C:4]([CH2:17][N:18]([CH3:26])[C:19](=[O:25])[O:20][C:21]([CH3:24])([CH3:23])[CH3:22])[CH:3]=1.[S:27]1[CH:31]=[CH:30][C:29](B(O)O)=[CH:28]1.C(=O)([O-])[O-].[Na+].[Na+]. (6) Given the product [CH3:29][O:30][C:31]([CH:26]1[C:25](=[O:28])[C:22]2([CH2:23][CH2:24]2)[CH2:21][N:20]([C:18]([O:17][C:13]([CH3:16])([CH3:14])[CH3:15])=[O:19])[CH2:27]1)=[O:32], predict the reactants needed to synthesize it. The reactants are: C(NC(C)C)(C)C.[Li]CCCC.[C:13]([O:17][C:18]([N:20]1[CH2:27][CH2:26][C:25](=[O:28])[C:22]2([CH2:24][CH2:23]2)[CH2:21]1)=[O:19])([CH3:16])([CH3:15])[CH3:14].[CH3:29][O:30][C:31](C#N)=[O:32].N. (7) Given the product [CH3:1][CH:2]1[CH2:7][CH2:6][CH2:5][N:4]([C:8]2[CH:9]=[CH:10][C:11]3[CH2:12][NH:13][CH2:14][CH2:15][O:16][C:17]=3[N:18]=2)[CH2:3]1, predict the reactants needed to synthesize it. The reactants are: [CH3:1][CH:2]1[CH2:7][CH2:6][CH2:5][N:4]([C:8]2[CH:9]=[CH:10][C:11]3[CH2:12][N:13](C(OC(C)(C)C)=O)[CH2:14][CH2:15][O:16][C:17]=3[N:18]=2)[CH2:3]1.Cl.C(OCC)(=O)C. (8) Given the product [CH2:1]([O:8][C:9]1[CH:10]=[C:11]2[C:16](=[CH:17][C:18]=1[O:19][CH3:20])[CH:15](/[CH:21]=[CH:43]/[C:45]1[CH:53]=[CH:52][CH:51]=[C:50]3[C:46]=1[CH:47]=[CH:48][N:49]3[C:54]([O:56][C:57]([CH3:60])([CH3:59])[CH3:58])=[O:55])[NH:14][CH2:13][CH2:12]2)[C:2]1[CH:7]=[CH:6][CH:5]=[CH:4][CH:3]=1, predict the reactants needed to synthesize it. The reactants are: [CH2:1]([O:8][C:9]1[CH:10]=[C:11]2[C:16](=[CH:17][C:18]=1[O:19][CH3:20])[CH:15]([CH2:21]S(C1N(C3C=CC=CC=3)N=NN=1)(=O)=O)[N:14](C(OC(C)(C)C)=O)[CH2:13][CH2:12]2)[C:2]1[CH:7]=[CH:6][CH:5]=[CH:4][CH:3]=1.[CH:43]([C:45]1[CH:53]=[CH:52][CH:51]=[C:50]2[C:46]=1[CH:47]=[CH:48][N:49]2[C:54]([O:56][C:57]([CH3:60])([CH3:59])[CH3:58])=[O:55])=O.C[Si]([N-][Si](C)(C)C)(C)C.[Li+].